Dataset: Forward reaction prediction with 1.9M reactions from USPTO patents (1976-2016). Task: Predict the product of the given reaction. Given the reactants C(O[C:4]([C:6]1[C:7]([OH:26])=[C:8]2[CH:16]=[CH:15][N:14]([CH2:17][C:18]3[CH:23]=[CH:22][C:21]([F:24])=[C:20]([F:25])[CH:19]=3)[C:9]2=[C:10]([C:12]#[N:13])[N:11]=1)=[O:5])C.[NH2:27][CH2:28][C:29]([OH:31])=[O:30].C[O-].[Na+].CO, predict the reaction product. The product is: [C:12]([C:10]1[N:11]=[C:6]([C:4]([NH:27][CH2:28][C:29]([OH:31])=[O:30])=[O:5])[C:7]([OH:26])=[C:8]2[CH:16]=[CH:15][N:14]([CH2:17][C:18]3[CH:23]=[CH:22][C:21]([F:24])=[C:20]([F:25])[CH:19]=3)[C:9]=12)#[N:13].